This data is from Catalyst prediction with 721,799 reactions and 888 catalyst types from USPTO. The task is: Predict which catalyst facilitates the given reaction. (1) Reactant: C([Si]([O:8][CH2:9][C:10]1[CH:14]=[C:13]([CH2:15]B2OCC(C)(C)CO2)[O:12][C:11]=1[CH3:24])(C)C)(C)(C)C.ClC1[N:27]=[N:28][C:29]([O:32][CH3:33])=[CH:30][CH:31]=1.C(=O)([O-])[O-].[Na+].[Na+].COCCOC. Product: [CH3:33][O:32][C:29]1[N:28]=[N:27][C:15]([C:13]2[O:12][C:11]([CH3:24])=[C:10]([CH2:9][OH:8])[CH:14]=2)=[CH:31][CH:30]=1. The catalyst class is: 103. (2) Reactant: C([O:4][C:5]1[CH:10]=[CH:9][C:8]([S:11]([N:14]([CH2:24][C:25]2[CH:34]=[CH:33][C:28]([C:29]([O:31]C)=[O:30])=[CH:27][CH:26]=2)[CH2:15][C:16]2[CH:21]=[CH:20][CH:19]=[CH:18][C:17]=2[O:22][CH3:23])(=[O:13])=[O:12])=[CH:7][CH:6]=1)(=O)C.[OH-].[Na+]. Product: [OH:4][C:5]1[CH:6]=[CH:7][C:8]([S:11]([N:14]([CH2:24][C:25]2[CH:26]=[CH:27][C:28]([C:29]([OH:31])=[O:30])=[CH:33][CH:34]=2)[CH2:15][C:16]2[CH:21]=[CH:20][CH:19]=[CH:18][C:17]=2[O:22][CH3:23])(=[O:12])=[O:13])=[CH:9][CH:10]=1. The catalyst class is: 1. (3) Reactant: [C:1]([O:5][C:6](=[O:31])[NH:7][C@H:8]([CH2:27][CH:28]([CH3:30])[CH3:29])[C:9]([NH:11][C:12]1[CH:17]=[C:16]([O:18][CH3:19])[C:15]([CH:20]=[O:21])=[CH:14][C:13]=1[C:22]1[N:23]=[N:24][NH:25][N:26]=1)=[O:10])([CH3:4])([CH3:3])[CH3:2].CC1C=CC(S([CH2:42][N+:43]#[C-:44])(=O)=O)=CC=1.C(=O)([O-])[O-].[K+].[K+]. Product: [C:1]([O:5][C:6](=[O:31])[NH:7][C@H:8]([CH2:27][CH:28]([CH3:29])[CH3:30])[C:9]([NH:11][C:12]1[CH:17]=[C:16]([O:18][CH3:19])[C:15]([C:20]2[O:21][CH:44]=[N:43][CH:42]=2)=[CH:14][C:13]=1[C:22]1[N:23]=[N:24][NH:25][N:26]=1)=[O:10])([CH3:4])([CH3:3])[CH3:2]. The catalyst class is: 5. (4) Reactant: [Br:1][C:2]1[C:10]2[C:5](=[CH:6][C:7]([N+:13]([O-:15])=[O:14])=[C:8]([CH2:11]Br)[CH:9]=2)[N:4]([C:16]([C:29]2[CH:34]=[CH:33][CH:32]=[CH:31][CH:30]=2)([C:23]2[CH:28]=[CH:27][CH:26]=[CH:25][CH:24]=2)[C:17]2[CH:22]=[CH:21][CH:20]=[CH:19][CH:18]=2)[N:3]=1.[C:35]([O:38][K])([CH3:37])=[O:36]. Product: [C:35]([O:38][CH2:11][C:8]1[CH:9]=[C:10]2[C:5](=[CH:6][C:7]=1[N+:13]([O-:15])=[O:14])[N:4]([C:16]([C:17]1[CH:22]=[CH:21][CH:20]=[CH:19][CH:18]=1)([C:29]1[CH:30]=[CH:31][CH:32]=[CH:33][CH:34]=1)[C:23]1[CH:28]=[CH:27][CH:26]=[CH:25][CH:24]=1)[N:3]=[C:2]2[Br:1])(=[O:36])[CH3:37]. The catalyst class is: 3. (5) Reactant: [H-].[Al+3].[Li+].[H-].[H-].[H-].[F:7][C:8]([F:18])([F:17])[C:9]1([C:14](O)=[O:15])[CH2:13][CH2:12][CH2:11][CH2:10]1.O.[OH-].[Na+]. Product: [F:7][C:8]([F:17])([F:18])[C:9]1([CH2:14][OH:15])[CH2:13][CH2:12][CH2:11][CH2:10]1. The catalyst class is: 305.